Dataset: Full USPTO retrosynthesis dataset with 1.9M reactions from patents (1976-2016). Task: Predict the reactants needed to synthesize the given product. (1) Given the product [N+:1]([C:4]1[CH:17]=[C:16]2[C:7]([CH2:8][CH2:9][C:10]3[S:14][C:13]([NH:15][S:24]([C:18]4[CH:23]=[CH:22][CH:21]=[CH:20][CH:19]=4)(=[O:26])=[O:25])=[N:12][C:11]=32)=[CH:6][CH:5]=1)([O-:3])=[O:2], predict the reactants needed to synthesize it. The reactants are: [N+:1]([C:4]1[CH:17]=[C:16]2[C:7]([CH2:8][CH2:9][C:10]3[S:14][C:13]([NH2:15])=[N:12][C:11]=32)=[CH:6][CH:5]=1)([O-:3])=[O:2].[C:18]1([S:24](Cl)(=[O:26])=[O:25])[CH:23]=[CH:22][CH:21]=[CH:20][CH:19]=1. (2) Given the product [Br:1][C:2]1[CH:3]=[C:4]([C:8]2([C:9]3[CH:14]=[CH:13][C:12]([O:29][CH3:23])=[CH:11][CH:10]=3)[C:20](=[S:22])[S:21][C:18](=[S:19])[NH:17]2)[CH:5]=[CH:6][CH:7]=1, predict the reactants needed to synthesize it. The reactants are: [Br:1][C:2]1[CH:7]=[CH:6][CH:5]=[C:4]([CH:8]([N:17]=[C:18]=[S:19])[C:9]2[CH:14]=[CH:13][C:12](OC)=[CH:11][CH:10]=2)[CH:3]=1.[C:20](=[S:22])=[S:21].[CH3:23]C(C)([O-])C.[K+].[OH2:29].